This data is from Reaction yield outcomes from USPTO patents with 853,638 reactions. The task is: Predict the reaction yield, written as a fraction of the theoretical maximum amount of product (1.0 means a 100% yield; for example, 0.34 means a 34% yield). The reactants are [CH2:1]([O:8][C:9]1[CH:16]=[CH:15][C:12]([CH:13]=O)=[C:11]([NH:17][CH2:18][CH:19]([OH:21])[CH3:20])[CH:10]=1)[C:2]1[CH:7]=[CH:6][CH:5]=[CH:4][CH:3]=1.[NH:22]1C2C(=CC=CC=2)C=N1.N([O-])=O.[Na+]. The catalyst is [Zn]. The product is [CH2:1]([O:8][C:9]1[CH:10]=[C:11]2[C:12]([CH:13]=[N:22][N:17]2[CH2:18][CH:19]([OH:21])[CH3:20])=[CH:15][CH:16]=1)[C:2]1[CH:7]=[CH:6][CH:5]=[CH:4][CH:3]=1. The yield is 0.600.